From a dataset of Reaction yield outcomes from USPTO patents with 853,638 reactions. Predict the reaction yield, written as a fraction of the theoretical maximum amount of product (1.0 means a 100% yield; for example, 0.34 means a 34% yield). The reactants are [CH3:1][C:2]1[CH:7]=[C:6]([C:8]2[CH:9]=[CH:10][C:11]3[N:17]4[CH2:18][C@H:14]([CH2:15][CH2:16]4)[NH:13][C:12]=3[N:19]=2)[CH:5]=[CH:4][N:3]=1.C([O:27][C:28](Cl)(Cl)Cl)(OC(Cl)(Cl)Cl)=O.[N:32]1[C:41]2[CH:40]=[CH:39][CH:38]=[C:37]([NH2:42])[C:36]=2[N:35]=[CH:34][CH:33]=1.C(N(CC)CC)C. The catalyst is C1COCC1.C([O-])(O)=O.[Na+].C(Cl)Cl.CO. The product is [CH3:1][C:2]1[CH:7]=[C:6]([C:8]2[CH:9]=[CH:10][C:11]3[N:17]4[CH2:18][C@H:14]([CH2:15][CH2:16]4)[N:13]([C:28]([NH:42][C:37]4[CH:38]=[CH:39][CH:40]=[C:41]5[C:36]=4[N:35]=[CH:34][CH:33]=[N:32]5)=[O:27])[C:12]=3[N:19]=2)[CH:5]=[CH:4][N:3]=1. The yield is 0.550.